This data is from Reaction yield outcomes from USPTO patents with 853,638 reactions. The task is: Predict the reaction yield, written as a fraction of the theoretical maximum amount of product (1.0 means a 100% yield; for example, 0.34 means a 34% yield). (1) The reactants are [CH3:1][O:2][C:3]([NH:5][C@@H:6]([CH:56]([CH3:58])[CH3:57])[C:7]([N:9]1[CH2:13][CH2:12][CH2:11][C@H:10]1[C:14]1[NH:15][C:16]([C:19]2[CH:24]=[CH:23][C:22]([C:25]3[CH:26]=[C:27]4[C:50](=[CH:51][CH:52]=3)[C:31]3[NH:32][C:33]([C@@H:35]5[CH2:39][C@H:38]([CH2:40][O:41][CH3:42])[CH2:37][N:36]5C(OC(C)(C)C)=O)=[N:34][C:30]=3[CH:29]=[CH:28]4)=[C:21]([C:53]#[C:54][CH3:55])[CH:20]=2)=[CH:17][N:18]=1)=[O:8])=[O:4].Cl.[CH3:60][O:61][C:62]([NH:64][C@H:65]([C:69]1[CH:74]=[CH:73][CH:72]=[CH:71][CH:70]=1)[C:66]([OH:68])=O)=[O:63].CCOC(C(C#N)=NOC(N1CCOCC1)=[N+](C)C)=O.F[P-](F)(F)(F)(F)F.CCN(C(C)C)C(C)C. The catalyst is C(Cl)Cl.CO.CCOC(C)=O.CN(C=O)C.CO. The product is [CH3:1][O:2][C:3]([NH:5][C@@H:6]([CH:56]([CH3:58])[CH3:57])[C:7]([N:9]1[CH2:13][CH2:12][CH2:11][C@H:10]1[C:14]1[NH:15][C:16]([C:19]2[CH:24]=[CH:23][C:22]([C:25]3[CH:26]=[C:27]4[C:50](=[CH:51][CH:52]=3)[C:31]3[NH:32][C:33]([C@@H:35]5[CH2:39][C@H:38]([CH2:40][O:41][CH3:42])[CH2:37][N:36]5[C:66](=[O:68])[C@H:65]([NH:64][C:62](=[O:63])[O:61][CH3:60])[C:69]5[CH:74]=[CH:73][CH:72]=[CH:71][CH:70]=5)=[N:34][C:30]=3[CH:29]=[CH:28]4)=[C:21]([C:53]#[C:54][CH3:55])[CH:20]=2)=[CH:17][N:18]=1)=[O:8])=[O:4]. The yield is 0.210. (2) The reactants are [CH3:1][C:2]1[CH:10]=[C:6]([C:7]([OH:9])=O)[C:5]([OH:11])=[CH:4][CH:3]=1.[C:12](=O)([O-])[O-].[K+].[K+].IC.CN([CH:23]=[O:24])C. No catalyst specified. The product is [CH3:12][O:11][C:5]1[CH:4]=[CH:3][C:2]([CH3:1])=[CH:10][C:6]=1[C:7]([O:24][CH3:23])=[O:9]. The yield is 0.950. (3) The reactants are C([O:5][C:6](=[O:30])[CH2:7][O:8][C:9]1[CH:14]=[CH:13][C:12]([N+:15]([O-:17])=[O:16])=[CH:11][C:10]=1[C:18](=[O:29])[NH:19][CH2:20][C:21]1[CH:26]=[CH:25][C:24]([Br:27])=[CH:23][C:22]=1[F:28])(C)(C)C.FC(F)(F)C(O)=O. The yield is 0.920. The product is [Br:27][C:24]1[CH:25]=[CH:26][C:21]([CH2:20][NH:19][C:18]([C:10]2[CH:11]=[C:12]([N+:15]([O-:17])=[O:16])[CH:13]=[CH:14][C:9]=2[O:8][CH2:7][C:6]([OH:30])=[O:5])=[O:29])=[C:22]([F:28])[CH:23]=1. The catalyst is ClCCl. (4) The product is [F:16][C:17]1[CH:26]=[CH:25][C:24]([O:27][CH2:28][CH2:29][CH3:30])=[C:23]2[C:18]=1[C:19](=[O:39])[C:20]([C:31]1[CH:32]=[CH:33][C:34]([O:37][CH3:38])=[CH:35][CH:36]=1)=[CH:21][NH:22]2.[C:40]([CH:43]([N:5]1[CH2:6][CH2:7][N:2]([CH3:1])[CH2:3][CH2:4]1)[CH2:44][NH-:45])([OH:42])=[O:41]. The catalyst is O.CN(C=O)C. The yield is 0.140. The reactants are [CH3:1][N:2]1[CH2:7][CH2:6][NH:5][CH2:4][CH2:3]1.[I-].[Na+].C(=O)([O-])[O-].[K+].[K+].[F:16][C:17]1[CH:26]=[CH:25][C:24]([O:27][CH2:28][CH2:29][CH3:30])=[C:23]2[C:18]=1[C:19](=[O:39])[C:20]([C:31]1[CH:36]=[CH:35][C:34]([O:37][CH3:38])=[CH:33][CH:32]=1)=[CH:21][NH:22]2.[C:40]([CH:43](Cl)[CH2:44][NH-:45])([OH:42])=[O:41]. (5) The reactants are [C:1]([N:4]1[CH2:9][CH2:8][CH:7]([C:10]([OH:23])=[C:11]([C:14]2[S:15][C:16]3[CH:22]=[CH:21][CH:20]=[CH:19][C:17]=3[N:18]=2)[C:12]#[N:13])[CH2:6][CH2:5]1)(=[O:3])[CH3:2].C(N(CC)CC)C.[S:31](Cl)([C:34]1[CH:40]=[CH:39][C:37]([CH3:38])=[CH:36][CH:35]=1)(=[O:33])=[O:32]. The catalyst is ClCCl. The product is [C:1]([N:4]1[CH2:5][CH2:6][CH:7]([C:10]([O:23][S:31]([C:34]2[CH:40]=[CH:39][C:37]([CH3:38])=[CH:36][CH:35]=2)(=[O:33])=[O:32])=[C:11]([C:14]2[S:15][C:16]3[CH:22]=[CH:21][CH:20]=[CH:19][C:17]=3[N:18]=2)[C:12]#[N:13])[CH2:8][CH2:9]1)(=[O:3])[CH3:2]. The yield is 0.230. (6) The reactants are [CH3:1][O:2][C:3]1[C:8]2[C:9]([CH3:12])=[CH:10][O:11][C:7]=2[CH:6]=[CH:5][CH:4]=1.C([Li])CCC.[CH2:18]([CH:20]([C:23]1[C:24]2[N:25]([C:30](I)=[C:31]([CH3:33])[N:32]=2)[N:26]=[C:27]([CH3:29])[CH:28]=1)[CH2:21][CH3:22])[CH3:19].Cl. The catalyst is [Cl-].[Zn+2].[Cl-].C1COCC1. The product is [CH3:1][O:2][C:3]1[C:8]2[C:9]([CH3:12])=[C:10]([C:30]3[N:25]4[N:26]=[C:27]([CH3:29])[CH:28]=[C:23]([CH:20]([CH2:18][CH3:19])[CH2:21][CH3:22])[C:24]4=[N:32][C:31]=3[CH3:33])[O:11][C:7]=2[CH:6]=[CH:5][CH:4]=1. The yield is 0.210. (7) The reactants are Br[C:2]1[CH:3]=[C:4]([C:8]([C:10]2[C:18]3[CH:17]=[N:16][CH:15]=[N:14][C:13]=3[N:12]([C:19]([CH3:22])([CH3:21])[CH3:20])[CH:11]=2)=[O:9])[CH:5]=[N:6][CH:7]=1.[NH3:23]. The catalyst is O.O.O.O.O.S([O-])([O-])(=O)=O.[Cu+2]. The product is [NH2:23][C:2]1[CH:3]=[C:4]([C:8]([C:10]2[C:18]3[CH:17]=[N:16][CH:15]=[N:14][C:13]=3[N:12]([C:19]([CH3:22])([CH3:21])[CH3:20])[CH:11]=2)=[O:9])[CH:5]=[N:6][CH:7]=1. The yield is 0.490.